Dataset: TCR-epitope binding with 47,182 pairs between 192 epitopes and 23,139 TCRs. Task: Binary Classification. Given a T-cell receptor sequence (or CDR3 region) and an epitope sequence, predict whether binding occurs between them. (1) The epitope is KLPDDFTGCV. The TCR CDR3 sequence is CASPDMGEGQPQHF. Result: 1 (the TCR binds to the epitope). (2) The epitope is SQASSRSSSR. The TCR CDR3 sequence is CASSFYPGELFF. Result: 1 (the TCR binds to the epitope).